From a dataset of Full USPTO retrosynthesis dataset with 1.9M reactions from patents (1976-2016). Predict the reactants needed to synthesize the given product. (1) Given the product [C:1]([O:5][CH:6]([C:12]1[C:16]([C:17]2[CH2:22][CH2:21][C:20]([CH3:24])([CH3:23])[CH2:19][CH:18]=2)=[C:15]([C:25]2[CH2:26][N:27]([CH3:34])[C:28](=[O:30])[CH:29]=2)[S:14][C:13]=1[CH3:31])[C:7]([O:9][CH2:10][CH3:11])=[O:8])([CH3:2])([CH3:3])[CH3:4], predict the reactants needed to synthesize it. The reactants are: [C:1]([O:5][CH:6]([C:12]1[C:16]([C:17]2[CH2:22][CH2:21][C:20]([CH3:24])([CH3:23])[CH2:19][CH:18]=2)=[C:15]([C:25]2[CH2:26][NH:27][C:28](=[O:30])[CH:29]=2)[S:14][C:13]=1[CH3:31])[C:7]([O:9][CH2:10][CH3:11])=[O:8])([CH3:4])([CH3:3])[CH3:2].[H-].[Na+].[CH3:34]I. (2) Given the product [NH2:28][C:26](=[O:27])[CH2:25][C:21]1([NH:20][C:12]([C:10]2[CH:9]=[CH:8][C:7]([C:15]3([OH:19])[CH2:18][O:17][CH2:16]3)=[C:6]([O:5][CH2:4][CH:1]3[CH2:2][CH2:3]3)[N:11]=2)=[O:14])[CH2:24][O:23][CH2:22]1, predict the reactants needed to synthesize it. The reactants are: [CH:1]1([CH2:4][O:5][C:6]2[N:11]=[C:10]([C:12]([OH:14])=O)[CH:9]=[CH:8][C:7]=2[C:15]2([OH:19])[CH2:18][O:17][CH2:16]2)[CH2:3][CH2:2]1.[NH2:20][C:21]1([CH2:25][C:26]([NH2:28])=[O:27])[CH2:24][O:23][CH2:22]1.CCN(C(C)C)C(C)C. (3) Given the product [NH2:2][CH:3]([C:11]1[CH:16]=[CH:15][C:14]([O:17][C:18]([F:21])([F:19])[F:20])=[CH:13][CH:12]=1)[CH2:4][N:5]1[CH2:9][CH2:8][CH2:7][C:6]1=[O:10], predict the reactants needed to synthesize it. The reactants are: O[N:2]=[C:3]([C:11]1[CH:16]=[CH:15][C:14]([O:17][C:18]([F:21])([F:20])[F:19])=[CH:13][CH:12]=1)[CH2:4][N:5]1[CH2:9][CH2:8][CH2:7][C:6]1=[O:10]. (4) Given the product [F:37][C:38]1[CH:39]=[C:40]([C:8]2[CH:7]=[CH:6][C:5]3[C:10](=[CH:11][CH:12]=[C:3]([O:2][CH3:1])[CH:4]=3)[C:9]=2[O:13][C:14]2[CH:19]=[CH:18][C:17]([O:20][CH2:21][CH2:22][N:23]3[CH2:24][CH2:25][CH2:26][CH2:27][CH2:28]3)=[CH:16][CH:15]=2)[CH:41]=[C:42]([F:44])[CH:43]=1, predict the reactants needed to synthesize it. The reactants are: [CH3:1][O:2][C:3]1[CH:4]=[C:5]2[C:10](=[CH:11][CH:12]=1)[C:9]([O:13][C:14]1[CH:19]=[CH:18][C:17]([O:20][CH2:21][CH2:22][N:23]3[CH2:28][CH2:27][CH2:26][CH2:25][CH2:24]3)=[CH:16][CH:15]=1)=[C:8](OS(C(F)(F)F)(=O)=O)[CH:7]=[CH:6]2.[F:37][C:38]1[CH:39]=[C:40](B(O)O)[CH:41]=[C:42]([F:44])[CH:43]=1.[F-].[Cs+].C1(P(C2CCCCC2)C2CCCCC2)CCCCC1. (5) The reactants are: C(OC(=O)[NH:7][C:8]1[CH:13]=[C:12]([CH3:14])[C:11]([C:15]([F:18])([F:17])[F:16])=[CH:10][C:9]=1[NH2:19])(C)(C)C.C(O[C:26](=[O:46])[CH2:27][C:28]([C:30]1[CH:35]=[CH:34][CH:33]=[C:32]([C:36]2[CH:41]=[C:40]([CH3:42])[N:39]=[C:38]([N:43]([CH3:45])[CH3:44])[N:37]=2)[CH:31]=1)=O)(C)(C)C. Given the product [CH3:45][N:43]([CH3:44])[C:38]1[N:37]=[C:36]([C:32]2[CH:31]=[C:30]([C:28]3[CH2:27][C:26](=[O:46])[NH:19][C:9]4[CH:10]=[C:11]([C:15]([F:16])([F:17])[F:18])[C:12]([CH3:14])=[CH:13][C:8]=4[N:7]=3)[CH:35]=[CH:34][CH:33]=2)[CH:41]=[C:40]([CH3:42])[N:39]=1, predict the reactants needed to synthesize it. (6) Given the product [ClH:45].[O:1]1[C:6]2[CH:7]=[CH:8][C:9]([CH2:11][NH:12][CH:20]3[CH2:21][CH2:22][N:23]([CH2:26][CH2:27][N:28]4[C:37]5[CH:36]=[C:35]([O:38][CH3:39])[CH:34]=[C:33]([C:40]([NH:42][CH3:43])=[O:41])[C:32]=5[CH:31]=[CH:30][C:29]4=[O:44])[CH2:24][CH2:25]3)=[CH:10][C:5]=2[O:4][CH2:3][CH2:2]1, predict the reactants needed to synthesize it. The reactants are: [O:1]1[C:6]2[CH:7]=[CH:8][C:9]([CH2:11][N:12]([CH:20]3[CH2:25][CH2:24][N:23]([CH2:26][CH2:27][N:28]4[C:37]5[C:32](=[C:33]([C:40]([NH:42][CH3:43])=[O:41])[CH:34]=[C:35]([O:38][CH3:39])[CH:36]=5)[CH:31]=[CH:30][C:29]4=[O:44])[CH2:22][CH2:21]3)C(=O)OC(C)(C)C)=[CH:10][C:5]=2[O:4][CH2:3][CH2:2]1.[ClH:45].C(OCC)(=O)C. (7) Given the product [Br:25][C:21]1[CH:20]=[C:19]([NH:18][C:5]2[C:4]3[C:9](=[C:10]([CH2:12][N:13]([CH3:14])[CH3:15])[CH:11]=[C:2]([NH:1][CH2:26][C:27]4[CH:28]=[N:29][CH:30]=[CH:31][CH:32]=4)[CH:3]=3)[N:8]=[CH:7][C:6]=2[C:16]#[N:17])[CH:24]=[CH:23][CH:22]=1, predict the reactants needed to synthesize it. The reactants are: [NH2:1][C:2]1[CH:3]=[C:4]2[C:9](=[C:10]([CH2:12][N:13]([CH3:15])[CH3:14])[CH:11]=1)[N:8]=[CH:7][C:6]([C:16]#[N:17])=[C:5]2[NH:18][C:19]1[CH:24]=[CH:23][CH:22]=[C:21]([Br:25])[CH:20]=1.[CH:26](=O)[C:27]1[CH:32]=[CH:31][CH:30]=[N:29][CH:28]=1.[BH3-]C#N.[Na+].